Dataset: Forward reaction prediction with 1.9M reactions from USPTO patents (1976-2016). Task: Predict the product of the given reaction. (1) Given the reactants Br[C:2]1[CH:11]=[CH:10][C:9]2[N:4]([C:5](=[O:22])[CH:6]=[C:7]([C:12]3[CH:17]=[CH:16][C:15]([O:18][CH3:19])=[C:14]([O:20][CH3:21])[CH:13]=3)[CH:8]=2)[CH:3]=1.CC1(C)C(C)(C)OB([C:31]2[CH2:36][CH2:35][N:34]([C:37]([O:39][C:40]([CH3:43])([CH3:42])[CH3:41])=[O:38])[CH2:33][CH:32]=2)O1.C([O-])([O-])=O.[K+].[K+].O, predict the reaction product. The product is: [CH3:21][O:20][C:14]1[CH:13]=[C:12]([C:7]2[CH:8]=[C:9]3[N:4]([C:5](=[O:22])[CH:6]=2)[CH:3]=[C:2]([C:31]2[CH2:36][CH2:35][N:34]([C:37]([O:39][C:40]([CH3:43])([CH3:42])[CH3:41])=[O:38])[CH2:33][CH:32]=2)[CH:11]=[CH:10]3)[CH:17]=[CH:16][C:15]=1[O:18][CH3:19]. (2) Given the reactants [NH2:1][CH2:2][CH2:3][CH2:4][CH2:5][O:6][C:7]1[C:8]([C:18]([O:20][CH3:21])=[O:19])=[C:9]([OH:17])[C:10]2[C:15]([CH:16]=1)=[CH:14][CH:13]=[CH:12][CH:11]=2.[CH:22]([O:35][C:36](=[O:72])[C:37]1[CH:42]=[CH:41][CH:40]=[CH:39][C:38]=1[N:43]([C:60](=[O:71])[C:61]([O:63][CH2:64][C:65]1[CH:70]=[CH:69][CH:68]=[CH:67][CH:66]=1)=[O:62])[C:44]1[CH:49]=[CH:48][C:47]([CH2:50][CH:51]([C:57](O)=[O:58])[NH:52][C:53]([O:55][CH3:56])=[O:54])=[CH:46][CH:45]=1)([C:29]1[CH:34]=[CH:33][CH:32]=[CH:31][CH:30]=1)[C:23]1[CH:28]=[CH:27][CH:26]=[CH:25][CH:24]=1.Cl.CN(C)CCCN=C=NCC.ON1C(=O)C2C=CC=CC=2N=N1, predict the reaction product. The product is: [CH:22]([O:35][C:36]([C:37]1[CH:42]=[CH:41][CH:40]=[CH:39][C:38]=1[N:43]([C:60](=[O:71])[C:61]([O:63][CH2:64][C:65]1[CH:70]=[CH:69][CH:68]=[CH:67][CH:66]=1)=[O:62])[C:44]1[CH:45]=[CH:46][C:47]([CH2:50][C@@H:51]([C:57]([NH:1][CH2:2][CH2:3][CH2:4][CH2:5][O:6][C:7]2[C:8]([C:18]([O:20][CH3:21])=[O:19])=[C:9]([OH:17])[C:10]3[C:15]([CH:16]=2)=[CH:14][CH:13]=[CH:12][CH:11]=3)=[O:58])[NH:52][C:53]([O:55][CH3:56])=[O:54])=[CH:48][CH:49]=1)=[O:72])([C:23]1[CH:24]=[CH:25][CH:26]=[CH:27][CH:28]=1)[C:29]1[CH:30]=[CH:31][CH:32]=[CH:33][CH:34]=1. (3) Given the reactants [CH3:1][C:2]1[N:7]=[CH:6][C:5](N)=[CH:4][CH:3]=1.[ClH:9].N([O-])=O.[Na+].[S:14]([O-:17])(O)=[O:15].[Na+], predict the reaction product. The product is: [CH3:1][C:2]1[N:7]=[CH:6][C:5]([S:14]([Cl:9])(=[O:17])=[O:15])=[CH:4][CH:3]=1.